This data is from Catalyst prediction with 721,799 reactions and 888 catalyst types from USPTO. The task is: Predict which catalyst facilitates the given reaction. (1) Reactant: [CH3:1][C:2]1[N:3]=[CH:4][C:5]([N:8]2[CH2:13][CH2:12][CH:11]([CH:14]3[CH2:19][CH2:18][N:17](C(OC(C)(C)C)=O)[CH2:16][CH2:15]3)[CH2:10][CH2:9]2)=[N:6][CH:7]=1. Product: [CH3:1][C:2]1[N:3]=[CH:4][C:5]([N:8]2[CH2:13][CH2:12][CH:11]([CH:14]3[CH2:19][CH2:18][NH:17][CH2:16][CH2:15]3)[CH2:10][CH2:9]2)=[N:6][CH:7]=1. The catalyst class is: 55. (2) Reactant: C(NC(C)C)(C)C.C([Li])CCC.CCCCCC.[Br:19][C:20]1[CH:21]=[N:22][CH:23]=[C:24]([Br:26])[CH:25]=1.Br[CH2:28][CH2:29][CH2:30][O:31][CH2:32][C:33]1[CH:38]=[CH:37][CH:36]=[CH:35][CH:34]=1. Product: [Br:19][C:20]1[CH:21]=[N:22][CH:23]=[C:24]([Br:26])[C:25]=1[CH2:28][CH2:29][CH2:30][O:31][CH2:32][C:33]1[CH:38]=[CH:37][CH:36]=[CH:35][CH:34]=1. The catalyst class is: 1. (3) Reactant: [C:1]1([CH2:7][C:8]([C:10]2[CH:11]=[CH:12][C:13]3[O:18][CH2:17][C:16](=[O:19])[NH:15][C:14]=3[CH:20]=2)=[O:9])[CH:6]=[CH:5][CH:4]=[CH:3][CH:2]=1.[CH3:21]N(CN(C)C)C.C(OC(=O)C)(=O)C. Product: [C:1]1([C:7](=[CH2:21])[C:8]([C:10]2[CH:11]=[CH:12][C:13]3[O:18][CH2:17][C:16](=[O:19])[NH:15][C:14]=3[CH:20]=2)=[O:9])[CH:2]=[CH:3][CH:4]=[CH:5][CH:6]=1. The catalyst class is: 4. (4) Reactant: [NH2:1][CH2:2][CH2:3][O:4][CH2:5][CH2:6][NH:7][C:8]1[N:9]=[N+:10]([O-:18])[C:11]2[CH:17]=[CH:16][CH:15]=[CH:14][C:12]=2[N:13]=1.[N-]1C=CN=C1.[CH:24]1[C:37]2[C:28](=[N:29][C:30]3[C:35]([CH:36]=2)=[CH:34][CH:33]=[CH:32][CH:31]=3)[C:27]([C:38](O)=[O:39])=[CH:26][CH:25]=1. Product: [O-:18][N+:10]1[C:11]2[CH:17]=[CH:16][CH:15]=[CH:14][C:12]=2[N:13]=[C:8]([NH:7][CH2:6][CH2:5][O:4][CH2:3][CH2:2][NH:1][C:38]([C:27]2[C:28]3[C:37](=[CH:36][C:35]4[C:30]([N:29]=3)=[CH:31][CH:32]=[CH:33][CH:34]=4)[CH:24]=[CH:25][CH:26]=2)=[O:39])[N:9]=1. The catalyst class is: 168. (5) Reactant: [CH3:1][C:2]1[NH:3][C:4]2[C:9]([C:10]=1[C:11]([C:13]1[N:17]([CH2:18][CH2:19][CH3:20])[C:16]3[S:21][CH:22]=[CH:23][C:15]=3[CH:14]=1)=[O:12])=[CH:8][CH:7]=[CH:6][CH:5]=2.[OH-].[K+].I[CH2:27][CH2:28][CH2:29][CH2:30][CH3:31]. Product: [CH3:1][C:2]1[N:3]([CH2:27][CH2:28][CH2:29][CH2:30][CH3:31])[C:4]2[C:9]([C:10]=1[C:11]([C:13]1[N:17]([CH2:18][CH2:19][CH3:20])[C:16]3[S:21][CH:22]=[CH:23][C:15]=3[CH:14]=1)=[O:12])=[CH:8][CH:7]=[CH:6][CH:5]=2. The catalyst class is: 3.